From a dataset of Catalyst prediction with 721,799 reactions and 888 catalyst types from USPTO. Predict which catalyst facilitates the given reaction. (1) Reactant: Br[C:2]1[CH:3]=[C:4]([F:11])[CH:5]=[C:6]2[C:10]=1[NH:9][CH:8]=[CH:7]2.[NH3:12]. Product: [F:11][C:4]1[CH:5]=[C:6]2[C:10](=[C:2]([NH2:12])[CH:3]=1)[NH:9][CH:8]=[CH:7]2. The catalyst class is: 6. (2) Reactant: C[Si](N[Si](C)(C)C)(C)C.[CH:10]1[N:14]=[CH:13][N:12]2[CH2:15][CH2:16][C:17](=[O:18])[C:11]=12.[Cl-].[Ce+3].[Cl-].[Cl-].[O:23]=[C:24]1[CH2:29][CH2:28][N:27]([C:30]([O:32][C:33]([CH3:36])([CH3:35])[CH3:34])=[O:31])[CH2:26][CH2:25]1.[Cl-].[NH4+]. Product: [OH:23][C:24]1([CH:16]2[CH2:15][N:12]3[CH:13]=[N:14][CH:10]=[C:11]3[C:17]2=[O:18])[CH2:25][CH2:26][N:27]([C:30]([O:32][C:33]([CH3:36])([CH3:35])[CH3:34])=[O:31])[CH2:28][CH2:29]1. The catalyst class is: 323. (3) Reactant: [CH2:1]([O:8][CH2:9][CH2:10][C@H:11]([NH:15][C:16]([O:18][C:19]([CH3:22])([CH3:21])[CH3:20])=[O:17])[C:12]([OH:14])=O)[C:2]1[CH:7]=[CH:6][CH:5]=[CH:4][CH:3]=1.C(N1CCOCC1)C.[CH2:31]([O:33][C:34]([N:36]1[CH2:41][CH2:40][NH:39][CH2:38][CH2:37]1)=[O:35])[CH3:32].[B-](F)(F)(F)F.CCOC(C(C#N)=NOC(N(C)C)=[N+](C)C)=O. Product: [CH2:31]([O:33][C:34]([N:36]1[CH2:37][CH2:38][N:39]([C:12](=[O:14])[C@@H:11]([NH:15][C:16]([O:18][C:19]([CH3:22])([CH3:21])[CH3:20])=[O:17])[CH2:10][CH2:9][O:8][CH2:1][C:2]2[CH:3]=[CH:4][CH:5]=[CH:6][CH:7]=2)[CH2:40][CH2:41]1)=[O:35])[CH3:32]. The catalyst class is: 39. (4) Reactant: [CH3:1][C:2]1([N:15]2[CH2:20][CH2:19][CH:18]([NH:21][C@H:22]3[CH2:27][CH2:26][CH2:25][CH2:24][C@@H:23]3[CH2:28][C:29](O)=[O:30])[CH2:17][CH2:16]2)[CH2:7][CH2:6][N:5]([C:8]([O:10][C:11]([CH3:14])([CH3:13])[CH3:12])=[O:9])[CH2:4][CH2:3]1.C(N(C(C)C)CC)(C)C.CN(C(ON1N=NC2C=CC=NC1=2)=[N+](C)C)C.F[P-](F)(F)(F)(F)F. Product: [O:30]=[C:29]1[CH2:28][C@@H:23]2[C@H:22]([CH2:27][CH2:26][CH2:25][CH2:24]2)[N:21]1[CH:18]1[CH2:17][CH2:16][N:15]([C:2]2([CH3:1])[CH2:3][CH2:4][N:5]([C:8]([O:10][C:11]([CH3:12])([CH3:14])[CH3:13])=[O:9])[CH2:6][CH2:7]2)[CH2:20][CH2:19]1. The catalyst class is: 3. (5) Reactant: [C:1]([C:3]1[CH:4]=[C:5]([CH:9]=[CH:10][C:11]=1[O:12][CH:13]([CH3:15])[CH3:14])[C:6]([OH:8])=O)#[N:2].CCN=C=NCCCN(C)C.C1C=CC2N(O)N=NC=2C=1.O[NH:38][C:39](=[NH:56])[C:40]1[CH:41]=[C:42]2[C:46](=[CH:47][CH:48]=1)[N:45]([CH2:49][CH2:50][C:51]([O:53][CH2:54][CH3:55])=[O:52])[N:44]=[CH:43]2. Product: [C:1]([C:3]1[CH:4]=[C:5]([C:6]2[O:8][N:38]=[C:39]([C:40]3[CH:41]=[C:42]4[C:46](=[CH:47][CH:48]=3)[N:45]([CH2:49][CH2:50][C:51]([O:53][CH2:54][CH3:55])=[O:52])[N:44]=[CH:43]4)[N:56]=2)[CH:9]=[CH:10][C:11]=1[O:12][CH:13]([CH3:15])[CH3:14])#[N:2]. The catalyst class is: 3. (6) Reactant: [CH2:1]([N:8]1[CH2:13][CH:12]([C:14]2[CH:19]=[CH:18][C:17]([Br:20])=[CH:16][CH:15]=2)[O:11][CH2:10][C:9]1=O)[C:2]1[CH:7]=[CH:6][CH:5]=[CH:4][CH:3]=1.B.C1COCC1.CO. Product: [CH2:1]([N:8]1[CH2:9][CH2:10][O:11][CH:12]([C:14]2[CH:15]=[CH:16][C:17]([Br:20])=[CH:18][CH:19]=2)[CH2:13]1)[C:2]1[CH:3]=[CH:4][CH:5]=[CH:6][CH:7]=1. The catalyst class is: 1. (7) Reactant: [C:1]([C@@H:9]1[CH2:14][C@H:13]([O:15][Si:16]([C:19]([CH3:22])([CH3:21])[CH3:20])([CH3:18])[CH3:17])[CH2:12][C@H:11]([OH:23])[C@H:10]1[CH2:24][C:25](=[O:32])[C:26]1[CH:31]=[CH:30][CH:29]=[CH:28][CH:27]=1)(=[O:8])[C:2]1[CH:7]=[CH:6][CH:5]=[CH:4][CH:3]=1.C(N(CC)CC)C.[CH3:40][S:41](Cl)(=[O:43])=[O:42]. Product: [C:1]([C@@H:9]1[CH2:14][C@H:13]([O:15][Si:16]([C:19]([CH3:20])([CH3:22])[CH3:21])([CH3:17])[CH3:18])[CH2:12][C@H:11]([O:23][S:41]([CH3:40])(=[O:43])=[O:42])[C@H:10]1[CH2:24][C:25](=[O:32])[C:26]1[CH:27]=[CH:28][CH:29]=[CH:30][CH:31]=1)(=[O:8])[C:2]1[CH:7]=[CH:6][CH:5]=[CH:4][CH:3]=1. The catalyst class is: 4. (8) Reactant: [OH:1][CH2:2][CH2:3][CH2:4][C:5]1[C:6]([CH:18]([CH3:20])[CH3:19])=[N:7][N:8]([C:10]2[N:15]=[CH:14][C:13]([C:16]#[N:17])=[CH:12][N:11]=2)[CH:9]=1.O[C:22]1[C:27]([O:28][CH3:29])=[CH:26][CH:25]=[CH:24][C:23]=1[CH2:30][C:31]([O:33]C)=[O:32].C(P(CCCC)CCCC)CCC.N(C(N1CCCCC1)=O)=NC(N1CCCCC1)=O. Product: [C:16]([C:13]1[CH:12]=[N:11][C:10]([N:8]2[CH:9]=[C:5]([CH2:4][CH2:3][CH2:2][O:1][C:22]3[C:27]([O:28][CH3:29])=[CH:26][CH:25]=[CH:24][C:23]=3[CH2:30][C:31]([OH:33])=[O:32])[C:6]([CH:18]([CH3:20])[CH3:19])=[N:7]2)=[N:15][CH:14]=1)#[N:17]. The catalyst class is: 7.